Dataset: Experimentally validated miRNA-target interactions with 360,000+ pairs, plus equal number of negative samples. Task: Binary Classification. Given a miRNA mature sequence and a target amino acid sequence, predict their likelihood of interaction. (1) The protein sequence of the target gene is MKGSRKGESRAKESKPREPGTRRCAKCGRLDFILKKKMGIKSGFTFWNLVFLLTLSCVKGFIYTCGGTLKGLNGTIESPGFPYGYPNGANCTWVIIAEERNRIQIVFQSFALEEEYDYLSLYDGHPHPTNFRTRLTGFHLPPPVTSTKSVFSLRLTSDFAVSAHGFKVYYEELQSSSCGNPGVPPKGVLYGTRFDVGDKIRYSCVTGYILDGHPQLTCIANSVNTASWDFPVPICRAEDACGGTMRGSSGIISSPGFPNEYHNNADCTWTIVAEPGDTISLIFTDFQMEEKYDYLEIEGS.... The miRNA is hsa-miR-431-5p with sequence UGUCUUGCAGGCCGUCAUGCA. Result: 0 (no interaction). (2) The miRNA is mmu-miR-6927-3p with sequence CCUGAGCUGGCUCCCCUGCAG. The protein sequence of the target gene is MLYLEDYLEMIEQLPMDLRDRFTEMREMDLQVQNAMDQLEQRVSEFFMNAKKNKPEWREEQMASIKKDYYKALEDADEKVQLANQIYDLVDRHLRKLDQELAKFKMELEADNAGITEILERRSLELDAPSQPVNNHHAHSHTPVEKRKYNPTSHHAAADHIPEKKFKSEALLSTLTSDASKENTLGCRNNNSTASCNNAYNVNSSQPLASYNIGSLSSGAGAGAITMAAAQAVQATAQMKEGRRTSSLKASYEAFKNNDFQLGKEFSIPRETAGYSSSSALMTTLTQNASSSATDSRSGR.... Result: 0 (no interaction). (3) The miRNA is hsa-miR-4670-5p with sequence AAGCGACCAUGAUGUAACUUCA. The protein sequence of the target gene is MMSLSGSSGRTIGRPPFTPTQWEELEHQALIYKYMVSGVPVPPELIFSIRRSLDTSLVSRLLPHQSLGWGCYQMGFGRKPDPEPGRCRRTDGKKWRCSREAYPDSKYCEKHMHRGRNRARKSLDQNQTTTTPLTSPSLSFTNNNNPSPTLSSSSSSNSSSTTYSASSSSMDAYSNSNRFGLGGSSSNTRGYFNSHSLDYPYPSTSPKQQQQTLHHASALSLHQNTNSTSQFNVLASATDHKDFRYFQGIGERVGGVGERTFFPEASRSFQDSPYHHHQQPLATVMNDPYHHCSTDHNKID.... Result: 0 (no interaction). (4) The miRNA is mmu-miR-409-3p with sequence GAAUGUUGCUCGGUGAACCCCU. The protein sequence of the target gene is MKMQSPKMEQEEVEEERMRNKWPWMKAAQLMEFRMQALVYRYIEAGLRVPHHLVVPIWNSLALSSSSNYNYHSSSLLSNKGVTHIDTLETEPTRCRRTDGKKWRCSNTVLLFEKYCERHMHRGRKRSRKLVESSSEVASSSTKYDNTYGLDRYNESQSHLHGTISGSSNAQVVTIASLPSARSCENVIRPSLVISEFTNKSVSHGRKNMEMSYDDFINEKEASMCVGVVPLQGDESKPSVQKFFPEVSDKCLEAAKFSSNRKNDIIARSREWKNMNVNGGLFHGIHFSPDTVLQERGCFR.... Result: 0 (no interaction). (5) The miRNA is hsa-miR-1909-3p with sequence CGCAGGGGCCGGGUGCUCACCG. The protein sequence of the target gene is MASISEPVTFREFCPLYYLLNAIPTKIQKGFRSIVVYLTALDTNGDYIAVGSSIGMLYLYCRHLNQMRKYNFEGKTESITVVKLLSCFDDLVAAGTASGRVAVFQLVSSLPGRNKQLRRFDVTGIHKNSITALAWSPNGMKLFSGDDKGKIVYSSLDLDQGLCNSQLVLEEPSSIVQLDYSQKVLLVSTLQRSLLFYTEEKSVRQIGTQPRKSTGKFGACFIPGLCKQSDLTLYASRPGLRLWKADVHGTVQATFILKDAFAGGVKPFELHPRLESPNSGSCSLPERHLGLVSCFFQEGW.... Result: 1 (interaction).